From a dataset of Catalyst prediction with 721,799 reactions and 888 catalyst types from USPTO. Predict which catalyst facilitates the given reaction. (1) The catalyst class is: 4. Product: [Cl:11][C:12]1[N:17]2[N:18]=[C:19]([C:21]3[CH:26]=[CH:25][CH:24]=[C:23]([CH3:27])[CH:22]=3)[C:20]([CH:3]=[O:4])=[C:16]2[CH:15]=[CH:14][CH:13]=1. Reactant: CN(C)[CH:3]=[O:4].P(Cl)(Cl)(Cl)=O.[Cl:11][C:12]1[N:17]2[N:18]=[C:19]([C:21]3[CH:26]=[CH:25][CH:24]=[C:23]([CH3:27])[CH:22]=3)[CH:20]=[C:16]2[CH:15]=[CH:14][CH:13]=1.O. (2) The catalyst class is: 60. Product: [Cl:13][C:10]1[N:11]=[CH:12][C:7]([C:5]2[N:6]=[C:2]([N:33]3[CH2:34][CH2:35][C@H:30]([NH:29][C:27]([C:21]4[NH:22][C:23]([CH3:26])=[C:24]([Cl:25])[C:20]=4[Cl:19])=[O:28])[C@H:31]([O:36][CH3:37])[CH2:32]3)[S:3][C:4]=2[C:14]([O:16][CH2:17][CH3:18])=[O:15])=[N:8][CH:9]=1. Reactant: Br[C:2]1[S:3][C:4]([C:14]([O:16][CH2:17][CH3:18])=[O:15])=[C:5]([C:7]2[CH:12]=[N:11][C:10]([Cl:13])=[CH:9][N:8]=2)[N:6]=1.[Cl:19][C:20]1[C:24]([Cl:25])=[C:23]([CH3:26])[NH:22][C:21]=1[C:27]([NH:29][C@H:30]1[CH2:35][CH2:34][NH:33][CH2:32][C@H:31]1[O:36][CH3:37])=[O:28].C(N(CC)C(C)C)(C)C.O. (3) Reactant: C(N(CC)CC)C.[O:8]=[C:9]1[N:15]([CH:16]2[CH2:21][CH2:20][N:19]([C:22]([O:24][C@@H:25]([C:39](O)=[O:40])[CH2:26][C:27]3[CH:32]=[C:31]([C:33]([F:36])([F:35])[F:34])[C:30]([NH2:37])=[C:29]([Cl:38])[CH:28]=3)=[O:23])[CH2:18][CH2:17]2)[CH2:14][CH2:13][C:12]2[CH:42]=[CH:43][CH:44]=[CH:45][C:11]=2[NH:10]1.[CH3:46][N:47]1[CH2:52][CH2:51][CH:50]([N:53]2[CH2:58][CH2:57][NH:56][CH2:55][C@H:54]2[C:59]([O:61][CH2:62][CH3:63])=[O:60])[CH2:49][CH2:48]1.CN(C(ON1N=NC2C=CC=CC1=2)=[N+](C)C)C.[B-](F)(F)(F)F. Product: [NH2:37][C:30]1[C:31]([C:33]([F:36])([F:35])[F:34])=[CH:32][C:27]([CH2:26][C@@H:25]([O:24][C:22]([N:19]2[CH2:20][CH2:21][CH:16]([N:15]3[CH2:14][CH2:13][C:12]4[CH:42]=[CH:43][CH:44]=[CH:45][C:11]=4[NH:10][C:9]3=[O:8])[CH2:17][CH2:18]2)=[O:23])[C:39]([N:56]2[CH2:57][CH2:58][N:53]([CH:50]3[CH2:49][CH2:48][N:47]([CH3:46])[CH2:52][CH2:51]3)[C@H:54]([C:59]([O:61][CH2:62][CH3:63])=[O:60])[CH2:55]2)=[O:40])=[CH:28][C:29]=1[Cl:38]. The catalyst class is: 3.